From a dataset of Reaction yield outcomes from USPTO patents with 853,638 reactions. Predict the reaction yield, written as a fraction of the theoretical maximum amount of product (1.0 means a 100% yield; for example, 0.34 means a 34% yield). (1) The product is [CH2:1]([O:8][C:9]1[CH:19]=[C:12]2[C:13](=[O:18])[N:14]([C:33]3[CH:47]=[CH:46][C:31]([F:27])=[CH:30][N:29]=3)[CH2:15][CH2:16][CH2:17][N:11]2[N:10]=1)[C:2]1[CH:3]=[CH:4][CH:5]=[CH:6][CH:7]=1. The reactants are [CH2:1]([O:8][C:9]1[CH:19]=[C:12]2[C:13](=[O:18])[NH:14][CH2:15][CH2:16][CH2:17][N:11]2[N:10]=1)[C:2]1[CH:7]=[CH:6][CH:5]=[CH:4][CH:3]=1.BrC1C=CC=C([F:27])N=1.C[N:29]([CH3:33])[CH2:30][CH2:31]N.[O-]P([O-])([O-])=O.[K+].[K+].[K+].O1[CH2:47][CH2:46]OCC1. The yield is 0.370. The catalyst is [Cu]I. (2) The reactants are [F:1][C:2]1[CH:3]=[C:4]([CH:29]=[C:30]([F:32])[CH:31]=1)[CH2:5][NH:6][C:7]1[CH:12]=[C:11]([NH:13][C:14]2[CH:19]=[CH:18][C:17]([C:20]([O:22]CC)=[O:21])=[CH:16][CH:15]=2)[N:10]=[CH:9][C:8]=1[CH2:25][C:26]([NH2:28])=[O:27].Cl. The catalyst is C(O)C.[OH-].[Na+].O. The product is [C:20]([C:17]1[CH:16]=[CH:15][C:14]([NH:13][C:11]2[N:10]=[CH:9][C:8]([CH2:25][C:26]([NH2:28])=[O:27])=[C:7]([NH:6][CH2:5][C:4]3[CH:3]=[C:2]([F:1])[CH:31]=[C:30]([F:32])[CH:29]=3)[CH:12]=2)=[CH:19][CH:18]=1)([OH:22])=[O:21]. The yield is 0.320. (3) The reactants are [F:1][C:2]1[CH:7]=[CH:6][CH:5]=[CH:4][C:3]=1[CH2:8][C:9]([CH:11]1[CH2:16][CH2:15][N:14]([CH2:17][C:18]2[CH:23]=[CH:22][N:21]=[N:20][C:19]=2[O:24]C)[CH2:13][CH2:12]1)=[O:10].[OH-].[Na+].ClCCl. The catalyst is Cl. The product is [F:1][C:2]1[CH:7]=[CH:6][CH:5]=[CH:4][C:3]=1[CH2:8][C:9]([CH:11]1[CH2:12][CH2:13][N:14]([CH2:17][C:18]2[C:19](=[O:24])[NH:20][N:21]=[CH:22][CH:23]=2)[CH2:15][CH2:16]1)=[O:10]. The yield is 0.380. (4) The reactants are Br[CH2:2][CH2:3][CH2:4][OH:5].[CH3:6][N:7]1[CH2:12][CH2:11][NH:10][CH2:9][CH2:8]1.C(=O)([O-])[O-].[K+].[K+]. The catalyst is C(O)C. The product is [OH:5][CH2:4][CH2:3][CH2:2][N:10]1[CH2:11][CH2:12][N:7]([CH3:6])[CH2:8][CH2:9]1. The yield is 0.530.